Predict the reaction yield, written as a fraction of the theoretical maximum amount of product (1.0 means a 100% yield; for example, 0.34 means a 34% yield). From a dataset of Reaction yield outcomes from USPTO patents with 853,638 reactions. (1) The reactants are Cl[C:2]1[CH:3]=[CH:4][N:5]2[C:10]([C:11]=1[CH3:12])=[C:9]([CH:13]1[CH2:15][CH2:14]1)[CH:8]=[C:7]([C:16]([O:18][CH3:19])=[O:17])[C:6]2=[O:20].CC1(C)C(C)(C)OB([C:29]2[CH:30]=[CH:31][C:32]([NH2:35])=[N:33][CH:34]=2)O1. No catalyst specified. The product is [NH2:35][C:32]1[N:33]=[CH:34][C:29]([C:2]2[CH:3]=[CH:4][N:5]3[C:10]([C:11]=2[CH3:12])=[C:9]([CH:13]2[CH2:15][CH2:14]2)[CH:8]=[C:7]([C:16]([O:18][CH3:19])=[O:17])[C:6]3=[O:20])=[CH:30][CH:31]=1. The yield is 1.00. (2) The reactants are [N:1]([CH2:4][CH:5]1[O:10][C:9]2[C:11]([Br:15])=[CH:12][CH:13]=[CH:14][C:8]=2[N:7](C(OC(C)(C)C)=O)[CH2:6]1)=[N+:2]=[N-:3].C(O)(C(F)(F)F)=O.[OH-].[Na+].O. The catalyst is C(Cl)Cl. The product is [N:1]([CH2:4][CH:5]1[O:10][C:9]2[C:11]([Br:15])=[CH:12][CH:13]=[CH:14][C:8]=2[NH:7][CH2:6]1)=[N+:2]=[N-:3]. The yield is 0.900. (3) The reactants are I[C:2]1[CH:7]=[CH:6][CH:5]=[CH:4][C:3]=1[I:8].[CH3:9][Si:10]([C:13]#[CH:14])([CH3:12])[CH3:11]. No catalyst specified. The product is [CH3:9][Si:10]([CH3:12])([CH3:11])[C:13]#[C:14][C:2]1[CH:7]=[CH:6][CH:5]=[CH:4][C:3]=1[I:8]. The yield is 0.540. (4) The reactants are [C:1]1([C:9]([OH:11])=O)[C:4]2[CH:5]=[CH:6][CH:7]=[CH:8][C:3]=2[CH:2]=1.S(Cl)(Cl)=O.C[Si](C)(C)[O:18][CH:19](O[Si](C)(C)C)CO[Si](C)(C)C. No catalyst specified. The product is [CH:1]1([C:9](=[O:11])[CH2:19][OH:18])[C:4]2[CH:5]=[CH:6][CH:7]=[CH:8][C:3]=2[CH2:2]1. The yield is 0.650.